This data is from NCI-60 drug combinations with 297,098 pairs across 59 cell lines. The task is: Regression. Given two drug SMILES strings and cell line genomic features, predict the synergy score measuring deviation from expected non-interaction effect. (1) Drug 1: C1=NC2=C(N1)C(=S)N=C(N2)N. Drug 2: CCC1(CC2CC(C3=C(CCN(C2)C1)C4=CC=CC=C4N3)(C5=C(C=C6C(=C5)C78CCN9C7C(C=CC9)(C(C(C8N6C)(C(=O)OC)O)OC(=O)C)CC)OC)C(=O)OC)O.OS(=O)(=O)O. Cell line: RXF 393. Synergy scores: CSS=31.5, Synergy_ZIP=-8.15, Synergy_Bliss=-2.63, Synergy_Loewe=-19.7, Synergy_HSA=-0.268. (2) Drug 1: CC1C(C(=O)NC(C(=O)N2CCCC2C(=O)N(CC(=O)N(C(C(=O)O1)C(C)C)C)C)C(C)C)NC(=O)C3=C4C(=C(C=C3)C)OC5=C(C(=O)C(=C(C5=N4)C(=O)NC6C(OC(=O)C(N(C(=O)CN(C(=O)C7CCCN7C(=O)C(NC6=O)C(C)C)C)C)C(C)C)C)N)C. Drug 2: C1CC(C1)(C(=O)O)C(=O)O.[NH2-].[NH2-].[Pt+2]. Cell line: A498. Synergy scores: CSS=3.82, Synergy_ZIP=-2.24, Synergy_Bliss=-1.19, Synergy_Loewe=-3.74, Synergy_HSA=-1.26. (3) Drug 1: CS(=O)(=O)CCNCC1=CC=C(O1)C2=CC3=C(C=C2)N=CN=C3NC4=CC(=C(C=C4)OCC5=CC(=CC=C5)F)Cl. Drug 2: C(CCl)NC(=O)N(CCCl)N=O. Cell line: HOP-62. Synergy scores: CSS=5.13, Synergy_ZIP=2.98, Synergy_Bliss=8.35, Synergy_Loewe=3.81, Synergy_HSA=4.84. (4) Drug 1: C1=CC(=C2C(=C1NCCNCCO)C(=O)C3=C(C=CC(=C3C2=O)O)O)NCCNCCO. Drug 2: CN(C(=O)NC(C=O)C(C(C(CO)O)O)O)N=O. Cell line: SK-MEL-5. Synergy scores: CSS=20.5, Synergy_ZIP=-6.03, Synergy_Bliss=-1.29, Synergy_Loewe=0.0555, Synergy_HSA=0.555.